From a dataset of Catalyst prediction with 721,799 reactions and 888 catalyst types from USPTO. Predict which catalyst facilitates the given reaction. (1) Reactant: [OH:1][C:2]1[CH:7]=[CH:6][C:5]([S:8][C:9]2[N:14]=[C:13]([CH3:15])[C:12]([CH2:16][N:17]3[CH2:22][CH2:21][CH:20]([N:23]4[C@H:27]([C:28]5[CH:33]=[CH:32][CH:31]=[CH:30][CH:29]=5)[CH2:26][NH:25][C:24]4=[O:34])[CH2:19][CH2:18]3)=[CH:11][CH:10]=2)=[CH:4][CH:3]=1.[H-].[Na+].BrC[CH2:39][CH2:40][O:41][CH2:42]CCBr. Product: [CH3:42][O:41][CH2:40][CH2:39][O:1][C:2]1[CH:3]=[CH:4][C:5]([S:8][C:9]2[N:14]=[C:13]([CH3:15])[C:12]([CH2:16][N:17]3[CH2:22][CH2:21][CH:20]([N:23]4[C@H:27]([C:28]5[CH:29]=[CH:30][CH:31]=[CH:32][CH:33]=5)[CH2:26][NH:25][C:24]4=[O:34])[CH2:19][CH2:18]3)=[CH:11][CH:10]=2)=[CH:6][CH:7]=1. The catalyst class is: 3. (2) Reactant: [H-].[Na+].[C:3]([C:5]1[CH:6]=[CH:7][C:8]([NH:11][C:12](=[O:19])[C@@H:13]([OH:18])[CH2:14][O:15][CH2:16][CH3:17])=[N:9][CH:10]=1)#[N:4].Cl[C:21]1[N:26]=[CH:25][N:24]=[C:23]2[N:27]([C:30]3[CH:35]=[CH:34][CH:33]=[C:32]([Cl:36])[C:31]=3[Cl:37])[N:28]=[CH:29][C:22]=12. Product: [C:3]([C:5]1[CH:6]=[CH:7][C:8]([NH:11][C:12](=[O:19])[C@@H:13]([O:18][C:21]2[N:26]=[CH:25][N:24]=[C:23]3[N:27]([C:30]4[CH:35]=[CH:34][CH:33]=[C:32]([Cl:36])[C:31]=4[Cl:37])[N:28]=[CH:29][C:22]=23)[CH2:14][O:15][CH2:16][CH3:17])=[N:9][CH:10]=1)#[N:4]. The catalyst class is: 1. (3) Reactant: Br[C:2]1[S:3][C:4]2[CH:10]=[C:9]([CH:11]([N:18]3[CH:22]=[CH:21][N:20]=[CH:19]3)[CH:12]([N:15]([CH3:17])[CH3:16])[CH2:13][CH3:14])[CH:8]=[CH:7][C:5]=2[N:6]=1.[CH3:23][O:24][C:25]([C:27]1[CH:32]=[CH:31][C:30](B(O)O)=[CH:29][CH:28]=1)=[O:26].C(=O)([O-])[O-].[K+].[K+]. Product: [CH3:16][N:15]([CH3:17])[CH:12]([CH2:13][CH3:14])[CH:11]([C:9]1[CH:8]=[CH:7][C:5]2[N:6]=[C:2]([C:30]3[CH:31]=[CH:32][C:27]([C:25]([O:24][CH3:23])=[O:26])=[CH:28][CH:29]=3)[S:3][C:4]=2[CH:10]=1)[N:18]1[CH:22]=[CH:21][N:20]=[CH:19]1. The catalyst class is: 73. (4) Reactant: [CH2:1]([O:8][C@@H:9]1[C@@H:15]([O:16][CH2:17][C:18]2[CH:23]=[CH:22][CH:21]=[CH:20][CH:19]=2)[C@H:14]([O:24][CH2:25][C:26]2[CH:31]=[CH:30][CH:29]=[CH:28][CH:27]=2)[C@@H:13]([CH2:32][O:33][CH2:34][C:35]2[CH:40]=[CH:39][CH:38]=[CH:37][CH:36]=2)[O:12][C:10]1([C:41]1[CH:46]=[C:45]([CH:47]2OCC[O:48]2)[C:44]([CH3:52])=[CH:43][C:42]=1[O:53][CH2:54][C:55]1[CH:60]=[CH:59][CH:58]=[CH:57][CH:56]=1)[OH:11])[C:2]1[CH:7]=[CH:6][CH:5]=[CH:4][CH:3]=1.Cl. Product: [CH2:1]([O:8][C@@H:9]1[C@@H:15]([O:16][CH2:17][C:18]2[CH:19]=[CH:20][CH:21]=[CH:22][CH:23]=2)[C@H:14]([O:24][CH2:25][C:26]2[CH:31]=[CH:30][CH:29]=[CH:28][CH:27]=2)[C@@H:13]([CH2:32][O:33][CH2:34][C:35]2[CH:36]=[CH:37][CH:38]=[CH:39][CH:40]=2)[O:12][C:10]1([C:41]1[CH:46]=[C:45]([CH:47]=[O:48])[C:44]([CH3:52])=[CH:43][C:42]=1[O:53][CH2:54][C:55]1[CH:56]=[CH:57][CH:58]=[CH:59][CH:60]=1)[OH:11])[C:2]1[CH:7]=[CH:6][CH:5]=[CH:4][CH:3]=1. The catalyst class is: 7.